This data is from Full USPTO retrosynthesis dataset with 1.9M reactions from patents (1976-2016). The task is: Predict the reactants needed to synthesize the given product. (1) Given the product [Cl:1][C:2]1[CH:7]=[CH:6][C:5]([C:8]2[CH2:13][C:12]([CH3:14])([CH3:15])[O:11][CH2:10][C:9]=2[CH2:16][OH:17])=[CH:4][CH:3]=1, predict the reactants needed to synthesize it. The reactants are: [Cl:1][C:2]1[CH:7]=[CH:6][C:5]([C:8]2[CH2:13][C:12]([CH3:15])([CH3:14])[O:11][CH2:10][C:9]=2[C:16](OC)=[O:17])=[CH:4][CH:3]=1.[H-].[H-].[H-].[H-].[Li+].[Al+3].Cl. (2) Given the product [NH2:18][C:19]1[C:28]2[N:29]=[C:30]([CH2:37][CH2:38][CH2:39][CH3:40])[N:31]([CH2:32][CH2:33][CH2:34][CH2:35][NH:36][C:13](=[O:15])[C:12]3[CH:11]=[CH:10][C:9]([C:1](=[O:8])[C:2]4[CH:3]=[CH:4][CH:5]=[CH:6][CH:7]=4)=[CH:17][CH:16]=3)[C:27]=2[C:26]2[N:25]=[CH:24][CH:23]=[CH:22][C:21]=2[N:20]=1, predict the reactants needed to synthesize it. The reactants are: [C:1]([C:9]1[CH:17]=[CH:16][C:12]([C:13]([OH:15])=O)=[CH:11][CH:10]=1)(=[O:8])[C:2]1[CH:7]=[CH:6][CH:5]=[CH:4][CH:3]=1.[NH2:18][C:19]1[C:28]2[N:29]=[C:30]([CH2:37][CH2:38][CH2:39][CH3:40])[N:31]([CH2:32][CH2:33][CH2:34][CH2:35][NH2:36])[C:27]=2[C:26]2[N:25]=[CH:24][CH:23]=[CH:22][C:21]=2[N:20]=1. (3) Given the product [NH4+:5].[OH-:4].[CH:7]12[N:12]([C:13]([O:15][C:16]([CH3:19])([CH3:18])[CH3:17])=[O:14])[CH:10]([CH2:9][CH2:8]1)[CH2:11][NH:5][CH2:6]2, predict the reactants needed to synthesize it. The reactants are: FC(F)(F)C([N:5]1[CH2:11][CH:10]2[N:12]([C:13]([O:15][C:16]([CH3:19])([CH3:18])[CH3:17])=[O:14])[CH:7]([CH2:8][CH2:9]2)[CH2:6]1)=[O:4].[OH-].[NH4+]. (4) Given the product [CH:6]1[C:7]2[C:12](=[CH:11][CH:10]=[CH:9][CH:8]=2)[CH:13]=[CH:14][C:5]=1[C:4]#[C:3][CH2:2][CH:23]([CH2:22][CH2:21][C:15]1[CH:16]=[CH:17][CH:18]=[CH:19][CH:20]=1)[C:24]([O:26][CH3:27])=[O:25], predict the reactants needed to synthesize it. The reactants are: Br[CH2:2][C:3]#[C:4][C:5]1[CH:14]=[CH:13][C:12]2[C:7](=[CH:8][CH:9]=[CH:10][CH:11]=2)[CH:6]=1.[C:15]1([CH2:21][CH2:22][CH2:23][C:24]([O:26][CH3:27])=[O:25])[CH:20]=[CH:19][CH:18]=[CH:17][CH:16]=1. (5) Given the product [F:13][C:9]1[C:8]([F:14])=[C:7]2[C:12]([C:3]([CH2:2][N:16]3[C:20]4[CH:21]=[CH:22][CH:23]=[CH:24][C:19]=4[N:18]=[C:17]3[C:25]3[N:26]=[CH:27][S:28][CH:29]=3)=[CH:4][C:5](=[O:15])[NH:6]2)=[CH:11][CH:10]=1, predict the reactants needed to synthesize it. The reactants are: Br[CH2:2][C:3]1[C:12]2[C:7](=[C:8]([F:14])[C:9]([F:13])=[CH:10][CH:11]=2)[NH:6][C:5](=[O:15])[CH:4]=1.[NH:16]1[C:20]2[CH:21]=[CH:22][CH:23]=[CH:24][C:19]=2[N:18]=[C:17]1[C:25]1[N:26]=[CH:27][S:28][CH:29]=1.